Dataset: Catalyst prediction with 721,799 reactions and 888 catalyst types from USPTO. Task: Predict which catalyst facilitates the given reaction. (1) Reactant: F[C:2]1[N:10]=[C:9]2[C:5]([NH:6][CH:7]=[N:8]2)=[C:4](Cl)[N:3]=1.C1(P(C2C=CC=CC=2)C2C=CC=CC=2)C=CC=CC=1.N(C(OCC)=O)=NC(OCC)=O. Product: [N:3]1[CH:4]=[C:5]2[C:9]([N:8]=[CH:7][NH:6]2)=[N:10][CH:2]=1. The catalyst class is: 1. (2) The catalyst class is: 32. Reactant: [CH:1]1[CH:2]=[CH:3][C:4]2[S:9][N:8]=[C:7]([N:10]3[CH2:15][CH2:14][N:13]([CH2:16][C@H:17]4[C@H:22]([CH2:23][N:24]5[C:34](=[O:35])[C@H:33]6[C@H:27]([C@H:28]7[CH2:32][C@@H:31]6[CH2:30][CH2:29]7)[C:25]5=[O:26])[CH2:21][CH2:20][CH2:19][CH2:18]4)[CH2:12][CH2:11]3)[C:5]=2[CH:6]=1.O.O.[C:38]([OH:43])(=[O:42])[C:39]([OH:41])=[O:40]. Product: [CH:1]1[CH:2]=[CH:3][C:4]2[S:9][N:8]=[C:7]([N:10]3[CH2:15][CH2:14][N:13]([CH2:16][C@H:17]4[C@H:22]([CH2:23][N:24]5[C:34](=[O:35])[C@H:33]6[C@H:27]([C@H:28]7[CH2:32][C@@H:31]6[CH2:30][CH2:29]7)[C:25]5=[O:26])[CH2:21][CH2:20][CH2:19][CH2:18]4)[CH2:12][CH2:11]3)[C:5]=2[CH:6]=1.[C:38]([O-:43])(=[O:42])[C:39]([O-:41])=[O:40]. (3) Reactant: [CH2:1]([Sn:5]([CH2:12][CH2:13][CH2:14][CH3:15])([CH2:8][CH2:9][CH2:10][CH3:11])[O:6][CH3:7])[CH2:2][CH2:3][CH3:4].OC[C:18]1[CH:31]=[CH:30][C:21]([C:22]([C:24]2[CH:29]=[CH:28][CH:27]=[CH:26][CH:25]=2)=[O:23])=[CH:20][CH:19]=1. The catalyst class is: 26. Product: [CH2:8]([Sn:5]([CH2:1][CH2:2][CH2:3][CH3:4])([CH2:12][CH2:13][CH2:14][CH3:15])[O:6][CH2:7][C:27]1[CH:28]=[CH:29][C:24]([C:22]([C:21]2[CH:30]=[CH:31][CH:18]=[CH:19][CH:20]=2)=[O:23])=[CH:25][CH:26]=1)[CH2:9][CH2:10][CH3:11]. (4) Reactant: [Cl:1][C:2]1[C:3](Cl)=[C:4]2[N:10]=[C:9]([C:11]3[CH:16]=[CH:15][C:14]([O:17][CH2:18][CH2:19][N:20]4[CH2:25][CH2:24][O:23][CH2:22][CH2:21]4)=[CH:13][CH:12]=3)[NH:8][C:5]2=[N:6][CH:7]=1.[CH2:27]([NH:34][CH2:35][CH2:36][OH:37])[C:28]1[CH:33]=[CH:32][CH:31]=[CH:30][CH:29]=1. Product: [CH2:27]([N:34]([C:3]1[C:2]([Cl:1])=[CH:7][N:6]=[C:5]2[N:8]=[C:9]([C:11]3[CH:12]=[CH:13][C:14]([O:17][CH2:18][CH2:19][N:20]4[CH2:21][CH2:22][O:23][CH2:24][CH2:25]4)=[CH:15][CH:16]=3)[NH:10][C:4]=12)[CH2:35][CH2:36][OH:37])[C:28]1[CH:33]=[CH:32][CH:31]=[CH:30][CH:29]=1. The catalyst class is: 23. (5) Reactant: [OH-].[Na+].[O:3]=[C:4]1[NH:8][C:7](=[O:9])[O:6][N:5]1[CH2:10][C:11]1[CH:34]=[CH:33][C:14]([O:15][CH2:16][C:17]2[CH:18]=[C:19]([C:23]3[CH:28]=[CH:27][C:26]([C:29]([O:31]C)=[O:30])=[CH:25][CH:24]=3)[CH:20]=[CH:21][CH:22]=2)=[CH:13][CH:12]=1.CO.Cl. Product: [O:3]=[C:4]1[NH:8][C:7](=[O:9])[O:6][N:5]1[CH2:10][C:11]1[CH:12]=[CH:13][C:14]([O:15][CH2:16][C:17]2[CH:18]=[C:19]([C:23]3[CH:28]=[CH:27][C:26]([C:29]([OH:31])=[O:30])=[CH:25][CH:24]=3)[CH:20]=[CH:21][CH:22]=2)=[CH:33][CH:34]=1. The catalyst class is: 1. (6) Reactant: [C:1]([O:5][C:6]([N:8]1[C:12]([CH3:14])([CH3:13])[CH2:11][CH2:10][C@H:9]1[C:15]([OH:17])=[O:16])=[O:7])([CH3:4])([CH3:3])[CH3:2].[C:18](=O)([O-])[O-].[Cs+].[Cs+].IC.Cl. Product: [CH3:18][O:16][C:15]([C@@H:9]1[CH2:10][CH2:11][C:12]([CH3:14])([CH3:13])[N:8]1[C:6]([O:5][C:1]([CH3:4])([CH3:2])[CH3:3])=[O:7])=[O:17]. The catalyst class is: 9. (7) The catalyst class is: 6. Reactant: Cl.Cl.[C:3]([C:7]1[CH:12]=[CH:11][CH:10]=[CH:9][C:8]=1[N:13]1[CH2:18][CH2:17][NH:16][CH2:15][CH2:14]1)([CH3:6])([CH3:5])[CH3:4].[CH3:19][C:20]1([CH3:27])[CH2:25][C:24](=[O:26])[O:23][C:21]1=[O:22].C(N(CC)CC)C.O1CCCC1. Product: [C:3]([C:7]1[CH:12]=[CH:11][CH:10]=[CH:9][C:8]=1[N:13]1[CH2:18][CH2:17][N:16]([C:24](=[O:26])[CH2:25][C:20]([CH3:27])([CH3:19])[C:21]([OH:23])=[O:22])[CH2:15][CH2:14]1)([CH3:6])([CH3:4])[CH3:5]. (8) Reactant: [C:1]([Br:5])(Br)(Br)Br.[C:19]1(P([C:19]2[CH:24]=[CH:23][CH:22]=[CH:21][CH:20]=2)[C:19]2[CH:24]=[CH:23][CH:22]=[CH:21][CH:20]=2)[CH:24]=[CH:23][CH:22]=[CH:21][CH:20]=1.[C:25]([SiH2:29][O:30][C:31](C1C=CC=CC=1)(C1C=CC=CC=1)[CH:32]1[CH2:36][CH2:35][C:34]([CH:38]=[CH:39]CO)([CH3:37])[C:33]1([CH3:43])[CH3:42])([CH3:28])([CH3:27])[CH3:26]. Product: [Br:5][CH2:1][CH:39]=[CH:38][C:34]1([CH3:37])[CH2:35][CH2:36][CH:32]([CH2:31][O:30][Si:29]([C:25]([CH3:27])([CH3:28])[CH3:26])([C:19]2[CH:20]=[CH:21][CH:22]=[CH:23][CH:24]=2)[C:19]2[CH:24]=[CH:23][CH:22]=[CH:21][CH:20]=2)[C:33]1([CH3:43])[CH3:42]. The catalyst class is: 2. (9) Reactant: [F:1][C:2]1[C:14]([F:15])=[CH:13][CH:12]=[C:11]([O:16]CC(C)=C)[C:3]=1[C:4]([O:6][CH2:7][C:8]([CH3:10])=[CH2:9])=[O:5]. Product: [F:1][C:2]1[C:14]([F:15])=[CH:13][C:12]([CH2:4][C:3]([CH3:11])=[CH2:2])=[C:11]([OH:16])[C:3]=1[C:4]([O:6][CH2:7][C:8]([CH3:10])=[CH2:9])=[O:5]. The catalyst class is: 37.